This data is from Catalyst prediction with 721,799 reactions and 888 catalyst types from USPTO. The task is: Predict which catalyst facilitates the given reaction. (1) Reactant: Cl.[NH2:2][C:3]1[N:32]=[C:6]2[N:7]([C:22]3[CH:27]=[CH:26][CH:25]=[C:24]([C:28]([F:31])([F:30])[F:29])[CH:23]=3)[C:8]([CH3:21])=[C:9]([C:19]#[N:20])[C@@H:10]([C:11]3[CH:16]=[CH:15][C:14]([C:17]#[N:18])=[CH:13][CH:12]=3)[N:5]2[N:4]=1.N1C=CC=CC=1.[F:39][C:40]1([F:47])[CH2:42][C:41]1([CH3:46])[C:43](Cl)=[O:44]. Product: [C:19]([C:9]1[C@@H:10]([C:11]2[CH:16]=[CH:15][C:14]([C:17]#[N:18])=[CH:13][CH:12]=2)[N:5]2[N:4]=[C:3]([NH:2][C:43]([C:41]3([CH3:46])[CH2:42][C:40]3([F:47])[F:39])=[O:44])[N:32]=[C:6]2[N:7]([C:22]2[CH:27]=[CH:26][CH:25]=[C:24]([C:28]([F:29])([F:31])[F:30])[CH:23]=2)[C:8]=1[CH3:21])#[N:20]. The catalyst class is: 1. (2) Reactant: Cl[C:2]1[N:7]=[C:6]([NH:8][C:9]([C:11]2([C:14]3[CH:24]=[CH:23][C:17]4[O:18][C:19]([F:22])([F:21])[O:20][C:16]=4[CH:15]=3)[CH2:13][CH2:12]2)=[O:10])[CH:5]=[CH:4][C:3]=1[CH3:25].B([C:29]1[CH:30]=[C:31]([CH:35]=[CH:36][CH:37]=1)[C:32]([OH:34])=[O:33])(O)O.C(=O)([O-])[O-].[K+].[K+]. Product: [F:21][C:19]1([F:22])[O:18][C:17]2[CH:23]=[CH:24][C:14]([C:11]3([C:9]([NH:8][C:6]4[N:7]=[C:2]([C:29]5[CH:30]=[C:31]([CH:35]=[CH:36][CH:37]=5)[C:32]([OH:34])=[O:33])[C:3]([CH3:25])=[CH:4][CH:5]=4)=[O:10])[CH2:13][CH2:12]3)=[CH:15][C:16]=2[O:20]1. The catalyst class is: 151.